Dataset: Peptide-MHC class I binding affinity with 185,985 pairs from IEDB/IMGT. Task: Regression. Given a peptide amino acid sequence and an MHC pseudo amino acid sequence, predict their binding affinity value. This is MHC class I binding data. The peptide sequence is IRFKDDSSF. The MHC is HLA-A29:02 with pseudo-sequence HLA-A29:02. The binding affinity (normalized) is 0.0847.